Dataset: Reaction yield outcomes from USPTO patents with 853,638 reactions. Task: Predict the reaction yield, written as a fraction of the theoretical maximum amount of product (1.0 means a 100% yield; for example, 0.34 means a 34% yield). (1) The reactants are N12CCCN=C1CCCCC2.Cl.[NH2:13][CH2:14][C:15]1[CH:23]=[CH:22][CH:21]=[C:20]2[C:16]=1[C:17](=[O:33])[N:18]([CH:25]1[CH2:30][CH2:29][C:28](=[O:31])[NH:27][C:26]1=[O:32])[C:19]2=[O:24].[CH:34]1([C:40](Cl)=[O:41])[CH2:39][CH2:38][CH2:37][CH2:36][CH2:35]1. The catalyst is CC#N. The product is [O:32]=[C:26]1[CH:25]([N:18]2[C:17](=[O:33])[C:16]3[C:20](=[CH:21][CH:22]=[CH:23][C:15]=3[CH2:14][NH:13][C:40]([CH:34]3[CH2:39][CH2:38][CH2:37][CH2:36][CH2:35]3)=[O:41])[C:19]2=[O:24])[CH2:30][CH2:29][C:28](=[O:31])[NH:27]1. The yield is 0.720. (2) The reactants are [C:1]1(=[O:8])[O:7][C:5](=[O:6])[CH2:4][CH2:3][CH2:2]1.C(Cl)(Cl)Cl.N1C=CC=CC=1.C[OH:20]. No catalyst specified. The product is [C:1]([OH:7])(=[O:8])[CH2:2][CH2:3][CH2:4][C:5]([OH:20])=[O:6]. The yield is 0.976. (3) The reactants are C(O)(C(F)(F)F)=O.C(OC([N:15]1[CH2:19][CH2:18][CH2:17][C@H:16]1[C:20]1[N:21](COCC[Si](C)(C)C)[C:22]([C:25]2[CH:26]=[N:27][C:28]([C:31]3[CH:36]=[CH:35][C:34]([C:37]4[NH:38][C:39]([C@@H:42]5[CH2:46][CH2:45][CH2:44][N:43]5C(OC(C)(C)C)=O)=[N:40][CH:41]=4)=[CH:33][CH:32]=3)=[N:29][CH:30]=2)=[CH:23][N:24]=1)=O)(C)(C)C. The catalyst is C(Cl)Cl. The product is [NH:15]1[CH2:19][CH2:18][CH2:17][C@H:16]1[C:20]1[NH:21][C:22]([C:25]2[CH:26]=[N:27][C:28]([C:31]3[CH:36]=[CH:35][C:34]([C:37]4[NH:38][C:39]([C@@H:42]5[CH2:46][CH2:45][CH2:44][NH:43]5)=[N:40][CH:41]=4)=[CH:33][CH:32]=3)=[N:29][CH:30]=2)=[CH:23][N:24]=1. The yield is 0.360.